From a dataset of Reaction yield outcomes from USPTO patents with 853,638 reactions. Predict the reaction yield, written as a fraction of the theoretical maximum amount of product (1.0 means a 100% yield; for example, 0.34 means a 34% yield). (1) The reactants are [H-].[Na+].[Br:3][C:4]1[CH:5]=[C:6]([C:12]2[N:16]=[C:15]([C:17]([O:19][CH2:20][CH3:21])=[O:18])[O:14][N:13]=2)[CH:7]=[C:8]([Br:11])[C:9]=1[OH:10].[CH3:22][O:23][C:24]1[CH:31]=[CH:30][C:27]([CH2:28]Cl)=[CH:26][CH:25]=1.O. The catalyst is CN(C)C=O. The product is [Br:3][C:4]1[CH:5]=[C:6]([C:12]2[N:16]=[C:15]([C:17]([O:19][CH2:20][CH3:21])=[O:18])[O:14][N:13]=2)[CH:7]=[C:8]([Br:11])[C:9]=1[O:10][CH2:28][C:27]1[CH:30]=[CH:31][C:24]([O:23][CH3:22])=[CH:25][CH:26]=1. The yield is 0.650. (2) The reactants are [Cl:1][C:2]1[N:11]=[C:10](Cl)[C:9]2[C:4](=[CH:5][C:6]([O:13][CH3:14])=[CH:7][CH:8]=2)[N:3]=1.C1C[O:18]CC1. The catalyst is [OH-].[Na+].O. The product is [Cl:1][C:2]1[N:11]=[C:10]([OH:18])[C:9]2[C:4](=[CH:5][C:6]([O:13][CH3:14])=[CH:7][CH:8]=2)[N:3]=1. The yield is 0.630. (3) The reactants are Cl[CH2:2][CH2:3][CH2:4][C:5]([O:7][C:8]([CH3:11])([CH3:10])[CH3:9])=[O:6].[CH2:12]([O:19][C:20](=[O:26])[CH2:21][CH2:22][C:23]([O-:25])=[O:24])[C:13]1[CH:18]=[CH:17][CH:16]=[CH:15][CH:14]=1.[Cs+]. The catalyst is CN(C=O)C. The product is [C:23]([O:25][CH2:2][CH2:3][CH2:4][C:5]([O:7][C:8]([CH3:11])([CH3:10])[CH3:9])=[O:6])(=[O:24])[CH2:22][CH2:21][C:20]([O:19][CH2:12][C:13]1[CH:14]=[CH:15][CH:16]=[CH:17][CH:18]=1)=[O:26]. The yield is 0.140.